Dataset: Forward reaction prediction with 1.9M reactions from USPTO patents (1976-2016). Task: Predict the product of the given reaction. (1) Given the reactants [Cl:1][C:2]1[CH:30]=[CH:29][C:5]2[N:6]3[C:10]([CH2:11][N:12]([CH2:15][C:16]4[CH:21]=[CH:20][C:19]([O:22][CH3:23])=[CH:18][C:17]=4[O:24][CH3:25])[C:13](=[O:14])[C:4]=2[CH:3]=1)=[C:9]([C:26]([NH2:28])=O)[N:8]=[CH:7]3.P(Cl)(Cl)(Cl)=O, predict the reaction product. The product is: [Cl:1][C:2]1[CH:30]=[CH:29][C:5]2[N:6]3[C:10]([CH2:11][N:12]([CH2:15][C:16]4[CH:21]=[CH:20][C:19]([O:22][CH3:23])=[CH:18][C:17]=4[O:24][CH3:25])[C:13](=[O:14])[C:4]=2[CH:3]=1)=[C:9]([C:26]#[N:28])[N:8]=[CH:7]3. (2) Given the reactants [CH:1]([C:3]1[CH:28]=[CH:27][C:6]([C:7]([NH:9][C:10]2[CH:15]=[CH:14][CH:13]=[CH:12][C:11]=2/[CH:16]=[CH:17]/[C:18]2[C:26]3[C:21](=[CH:22][CH:23]=[CH:24][CH:25]=3)[NH:20][N:19]=2)=[O:8])=[CH:5][CH:4]=1)=[O:2].[BH4-].[Na+].O, predict the reaction product. The product is: [OH:2][CH2:1][C:3]1[CH:4]=[CH:5][C:6]([C:7]([NH:9][C:10]2[CH:15]=[CH:14][CH:13]=[CH:12][C:11]=2/[CH:16]=[CH:17]/[C:18]2[C:26]3[C:21](=[CH:22][CH:23]=[CH:24][CH:25]=3)[NH:20][N:19]=2)=[O:8])=[CH:27][CH:28]=1. (3) Given the reactants [N:1]1[C:10]2[C:5](=[CH:6][CH:7]=[CH:8][CH:9]=2)[CH:4]=[CH:3][C:2]=1[NH:11][CH2:12][CH2:13][CH2:14][NH2:15].[S:16]1[CH:20]=[CH:19][CH:18]=[C:17]1[CH:21]=O, predict the reaction product. The product is: [N:1]1[C:10]2[C:5](=[CH:6][CH:7]=[CH:8][CH:9]=2)[CH:4]=[CH:3][C:2]=1[NH:11][CH2:12][CH2:13][CH2:14][NH:15][CH2:21][C:17]1[S:16][CH:20]=[CH:19][CH:18]=1. (4) The product is: [CH2:18]([O:17][C:15]1[CH:16]=[C:11]([C@@H:2]([NH:1][C:33]([C@@H:35]2[CH2:40][CH2:39][CH2:38][N:37]([C:41](=[O:57])[CH2:42][CH2:43][CH:44]3[CH2:49][CH2:48][N:47]([C:50]([O:52][C:53]([CH3:55])([CH3:54])[CH3:56])=[O:51])[CH2:46][CH2:45]3)[CH2:36]2)=[O:32])[CH2:3][C:4]([O:6][C:7]([CH3:10])([CH3:9])[CH3:8])=[O:5])[CH:12]=[N:13][CH:14]=1)[C:19]1[CH:24]=[CH:23][CH:22]=[CH:21][CH:20]=1. Given the reactants [NH2:1][C@H:2]([C:11]1[CH:12]=[N:13][CH:14]=[C:15]([O:17][CH2:18][C:19]2[CH:24]=[CH:23][CH:22]=[CH:21][CH:20]=2)[CH:16]=1)[CH2:3][C:4]([O:6][C:7]([CH3:10])([CH3:9])[CH3:8])=[O:5].O=C1CCC(=O)N1[O:32][C:33]([C@@H:35]1[CH2:40][CH2:39][CH2:38][N:37]([C:41](=[O:57])[CH2:42][CH2:43][CH:44]2[CH2:49][CH2:48][N:47]([C:50]([O:52][C:53]([CH3:56])([CH3:55])[CH3:54])=[O:51])[CH2:46][CH2:45]2)[CH2:36]1)=O.C(N(CC)CC)C, predict the reaction product. (5) Given the reactants [H-].[Na+].[CH2:3]([OH:16])[CH2:4][CH2:5][CH2:6][CH2:7][CH2:8][CH2:9][CH2:10][CH2:11][CH2:12][CH2:13][CH2:14][OH:15].Br[CH2:18][CH2:19][CH2:20][CH2:21][CH2:22][CH2:23][CH2:24][CH2:25][CH2:26][CH2:27][CH2:28][CH2:29][Br:30].O, predict the reaction product. The product is: [Br:30][CH2:29][CH2:28][CH2:27][CH2:26][CH2:25][CH2:24][CH2:23][CH2:22][CH2:21][CH2:20][CH2:19][CH2:18][O:16][CH2:3][CH2:4][CH2:5][CH2:6][CH2:7][CH2:8][CH2:9][CH2:10][CH2:11][CH2:12][CH2:13][CH2:14][O:15][CH2:18][CH2:19][CH2:20][CH2:21][CH2:22][CH2:23][CH2:24][CH2:25][CH2:26][CH2:27][CH2:28][CH2:29][Br:30]. (6) The product is: [Cl:27][C:28]1[CH:33]=[CH:32][C:31]([C:2]2[S:6][N:5]=[C:4]([C:7]([F:10])([F:9])[F:8])[C:3]=2[CH2:11][O:12][C:13]2[C:18]([F:19])=[CH:17][C:16]([CH2:20][CH2:21][C:22]([O:24][CH3:25])=[O:23])=[CH:15][C:14]=2[F:26])=[CH:30][C:29]=1[F:37]. Given the reactants Br[C:2]1[S:6][N:5]=[C:4]([C:7]([F:10])([F:9])[F:8])[C:3]=1[CH2:11][O:12][C:13]1[C:18]([F:19])=[CH:17][C:16]([CH2:20][CH2:21][C:22]([O:24][CH3:25])=[O:23])=[CH:15][C:14]=1[F:26].[Cl:27][C:28]1[CH:33]=[CH:32][C:31](B(O)O)=[CH:30][C:29]=1[F:37].[O-]P([O-])([O-])=O.[K+].[K+].[K+].Cl, predict the reaction product.